From a dataset of Forward reaction prediction with 1.9M reactions from USPTO patents (1976-2016). Predict the product of the given reaction. (1) Given the reactants Cl[CH2:2][C:3](=O)[CH2:4][OH:5].[NH2:7][C:8]([NH2:10])=[S:9].[CH3:11][CH2:12][OH:13], predict the reaction product. The product is: [NH2:7][C:8]1[S:9][CH:2]=[C:3]([CH2:4][O:5][C:12](=[O:13])[CH3:11])[N:10]=1. (2) Given the reactants [C:1]1([CH3:14])[CH:6]=[C:5]([CH3:7])[CH:4]=[C:3]([CH3:8])[C:2]=1[S:9]([O:12][NH2:13])(=[O:11])=[O:10].[NH2:15][C:16]1[CH:21]=[CH:20][CH:19]=[C:18]([CH3:22])[N:17]=1, predict the reaction product. The product is: [NH2:13][N:17]1[C:18]([CH3:22])=[CH:19][CH:20]=[CH:21][C:16]1=[NH2+:15].[CH3:8][C:3]1[CH:4]=[C:5]([CH3:7])[CH:6]=[C:1]([CH3:14])[C:2]=1[S:9]([O-:12])(=[O:11])=[O:10]. (3) The product is: [CH3:28][C:26]1([CH3:29])[CH2:27][CH:22]([NH:21][C:17]2[N:16]=[C:15]([C:5]3[S:1][C:2]([CH2:6][CH:7]4[CH2:9][CH:8]4[C:10]([OH:13])([CH3:11])[CH3:12])=[CH:3][CH:4]=3)[CH:20]=[CH:19][N:18]=2)[CH2:23][C:24]([CH3:31])([CH3:30])[NH:25]1. Given the reactants [S:1]1[CH:5]=[CH:4][CH:3]=[C:2]1[CH2:6][CH:7]1[CH2:9][CH:8]1[C:10]([OH:13])([CH3:12])[CH3:11].Cl[C:15]1[CH:20]=[CH:19][N:18]=[C:17]([NH:21][CH:22]2[CH2:27][C:26]([CH3:29])([CH3:28])[NH:25][C:24]([CH3:31])([CH3:30])[CH2:23]2)[N:16]=1, predict the reaction product. (4) Given the reactants [N:1]([CH2:8][CH2:9][OH:10])([CH2:5][CH2:6][OH:7])[CH2:2][CH2:3][OH:4].C(N(CC)CC)C.[C:18](Cl)(=[O:20])[CH3:19].[C:22]([O:25][CH2:26][C:27](Cl)=[O:28])(=[O:24])[CH3:23].C1C[O:33][CH2:32][CH2:31]1, predict the reaction product. The product is: [C:18]([O:4][CH2:3][CH2:2][N:1]([CH2:8][CH2:9][O:10][C:27](=[O:28])[CH2:26][O:25][C:22](=[O:24])[CH3:23])[CH2:5][CH2:6][O:7][C:32](=[O:33])[CH3:31])(=[O:20])[CH3:19]. (5) Given the reactants [OH:1][C:2]1[CH:3]=[C:4]([CH:9]=[CH:10][CH:11]=1)[C:5]([O:7][CH3:8])=[O:6].C(=O)([O-])[O-].[K+].[K+].[Br:18][CH2:19][CH2:20]Br, predict the reaction product. The product is: [Br:18][CH2:19][CH2:20][O:1][C:2]1[CH:3]=[C:4]([CH:9]=[CH:10][CH:11]=1)[C:5]([O:7][CH3:8])=[O:6]. (6) The product is: [C:19]([O:1][C:2]1[CH:9]=[CH:8][C:5](/[CH:6]=[C:15](\[C:12]2[CH:13]=[CH:14][S:10][CH:11]=2)/[C:16]([OH:18])=[O:17])=[CH:4][CH:3]=1)(=[O:21])[CH3:20]. Given the reactants [OH:1][C:2]1[CH:9]=[CH:8][C:5]([CH:6]=O)=[CH:4][CH:3]=1.[S:10]1[CH:14]=[CH:13][C:12]([CH2:15][C:16]([OH:18])=[O:17])=[CH:11]1.[C:19](OC(=O)C)(=[O:21])[CH3:20], predict the reaction product.